Dataset: Forward reaction prediction with 1.9M reactions from USPTO patents (1976-2016). Task: Predict the product of the given reaction. Given the reactants C[CH2:2][CH:3]([S:14]([O-:18])=[N:15]C#N)[C:4]1[CH:5]=[N:6][C:7]([C:10]([F:13])([F:12])[F:11])=[CH:8][CH:9]=1.F[C:20](F)(F)C(OC(=O)C(F)(F)F)=O.C(=O)([O-])[O-].[K+].[K+], predict the reaction product. The product is: [CH3:20][S:14]([CH:3]([C:4]1[CH:9]=[CH:8][C:7]([C:10]([F:13])([F:12])[F:11])=[N:6][CH:5]=1)[CH3:2])(=[NH:15])=[O:18].